This data is from Forward reaction prediction with 1.9M reactions from USPTO patents (1976-2016). The task is: Predict the product of the given reaction. Given the reactants [F:1][C:2]([F:19])([F:18])[CH:3]([OH:17])[CH2:4][C:5]([C:8]1[CH:13]=[CH:12][C:11]([F:14])=[CH:10][C:9]=1[O:15][CH3:16])([CH3:7])[CH3:6].CC(OI1(OC(C)=O)(OC(C)=O)OC(=O)C2C=CC=CC1=2)=O, predict the reaction product. The product is: [F:19][C:2]([F:1])([F:18])[C:3](=[O:17])[CH2:4][C:5]([C:8]1[CH:13]=[CH:12][C:11]([F:14])=[CH:10][C:9]=1[O:15][CH3:16])([CH3:7])[CH3:6].